The task is: Predict the product of the given reaction.. This data is from Forward reaction prediction with 1.9M reactions from USPTO patents (1976-2016). (1) Given the reactants [CH:1]1([CH2:4][O:5][C:6]2[CH:7]=[CH:8][C:9]3[C:13]([CH:14]=2)=[N:12][N:11]([C:15]2[CH:20]=[CH:19][C:18]([O:21][Si:22]([CH:29]([CH3:31])[CH3:30])([CH:26]([CH3:28])[CH3:27])[CH:23]([CH3:25])[CH3:24])=[CH:17][CH:16]=2)[CH:10]=3)[CH2:3][CH2:2]1.C([N-]C(C)C)(C)C.[Li+].[I:40]I.S([O-])([O-])(=O)=S.[Na+].[Na+], predict the reaction product. The product is: [CH:1]1([CH2:4][O:5][C:6]2[CH:7]=[CH:8][C:9]3[C:13]([CH:14]=2)=[N:12][N:11]([C:15]2[CH:20]=[CH:19][C:18]([O:21][Si:22]([CH:26]([CH3:28])[CH3:27])([CH:23]([CH3:25])[CH3:24])[CH:29]([CH3:31])[CH3:30])=[CH:17][CH:16]=2)[C:10]=3[I:40])[CH2:2][CH2:3]1. (2) Given the reactants [C:1]1(=O)[O:6][C:4](=[O:5])[C:3]2=[CH:7][CH:8]=[CH:9][CH:10]=[C:2]12.[Br:12][C:13]1[CH:14]=[C:15]([CH2:20]C(O)=O)[CH:16]=[CH:17][C:18]=1[F:19].C([O-])(=O)C.[Na+], predict the reaction product. The product is: [Br:12][C:13]1[CH:14]=[C:15]([CH:16]=[CH:17][C:18]=1[F:19])[CH:20]=[C:1]1[C:2]2[C:3](=[CH:7][CH:8]=[CH:9][CH:10]=2)[C:4](=[O:5])[O:6]1. (3) Given the reactants [Br:1][C:2]1[CH:3]=[C:4]2[C:8](=[CH:9][CH:10]=1)[C:7](=[O:11])[C:6]([CH3:13])([CH3:12])[CH2:5]2.[F:14][C:15]([Si](C)(C)C)([F:17])[F:16].[F-].C([N+](CCCC)(CCCC)CCCC)CCC, predict the reaction product. The product is: [Br:1][C:2]1[CH:3]=[C:4]2[C:8](=[CH:9][CH:10]=1)[C:7]([C:15]([F:17])([F:16])[F:14])([OH:11])[C:6]([CH3:13])([CH3:12])[CH2:5]2. (4) The product is: [Cl:3][C:4]1[C:8]([C:9]([OH:11])=[O:10])=[CH:7][N:6]([C:14]2[N:19]=[CH:18][CH:17]=[CH:16][N:15]=2)[N:5]=1. Given the reactants [OH-].[Na+].[Cl:3][C:4]1[C:8]([C:9]([O:11]CC)=[O:10])=[CH:7][N:6]([C:14]2[N:19]=[CH:18][CH:17]=[CH:16][N:15]=2)[N:5]=1, predict the reaction product. (5) Given the reactants [OH:1]/[N:2]=[C:3](/[C:5]1[N:10]2[CH:11]=[C:12]([CH2:14][O:15][C:16]3[CH:25]=[CH:24][C:23]4[C:18](=[CH:19][CH:20]=[CH:21][CH:22]=4)[N:17]=3)[N:13]=[C:9]2[C:8]([N:26]2[CH2:31][CH2:30][O:29][CH2:28][CH2:27]2)=[N:7][CH:6]=1)\[NH2:4].[C:32](N1C=CN=C1)(N1C=CN=C1)=[O:33].N12CCCN=C1CCCCC2, predict the reaction product. The product is: [O:29]1[CH2:30][CH2:31][N:26]([C:8]2[C:9]3[N:10]([CH:11]=[C:12]([CH2:14][O:15][C:16]4[CH:25]=[CH:24][C:23]5[C:18](=[CH:19][CH:20]=[CH:21][CH:22]=5)[N:17]=4)[N:13]=3)[C:5]([C:3]3[N:4]=[C:32]([OH:33])[O:1][N:2]=3)=[CH:6][N:7]=2)[CH2:27][CH2:28]1. (6) Given the reactants [OH-].[Na+:2].[CH3:3][O:4][C:5]1[CH:6]=[C:7]([CH:33]=[CH:34][C:35]=1[O:36][CH2:37][C:38]1[N:39]=[C:40]([C:44]2[CH:49]=[CH:48][CH:47]=[CH:46][CH:45]=2)[O:41][C:42]=1[CH3:43])[CH2:8][N:9]1[C:21]2[CH:20]=[CH:19][CH:18]=[C:17]([O:22][CH:23]([C:27]3[CH:32]=[CH:31][CH:30]=[CH:29][CH:28]=3)[C:24]([OH:26])=[O:25])[C:16]=2[C:15]2[C:10]1=[CH:11][CH:12]=[CH:13][CH:14]=2, predict the reaction product. The product is: [CH3:3][O:4][C:5]1[CH:6]=[C:7]([CH:33]=[CH:34][C:35]=1[O:36][CH2:37][C:38]1[N:39]=[C:40]([C:44]2[CH:49]=[CH:48][CH:47]=[CH:46][CH:45]=2)[O:41][C:42]=1[CH3:43])[CH2:8][N:9]1[C:21]2[CH:20]=[CH:19][CH:18]=[C:17]([O:22][CH:23]([C:27]3[CH:32]=[CH:31][CH:30]=[CH:29][CH:28]=3)[C:24]([O-:26])=[O:25])[C:16]=2[C:15]2[C:10]1=[CH:11][CH:12]=[CH:13][CH:14]=2.[Na+:2]. (7) Given the reactants Cl[C:2]1[CH:3]=[C:4]([CH:12]2[CH2:14][CH2:13]2)[C:5]2[N:6]([C:8]([NH2:11])=[N:9][N:10]=2)[N:7]=1.[O-:15][CH2:16][CH3:17].[Na+].O, predict the reaction product. The product is: [CH:12]1([C:4]2[C:5]3[N:6]([C:8]([NH2:11])=[N:9][N:10]=3)[N:7]=[C:2]([O:15][CH2:16][CH3:17])[CH:3]=2)[CH2:14][CH2:13]1. (8) Given the reactants [CH2:1]([O:3][C:4](=[O:24])[C:5]([O:9][C:10]1[CH:15]=[CH:14][C:13]([O:16]CC2C=CC=CC=2)=[CH:12][CH:11]=1)([CH3:8])[CH2:6][CH3:7])[CH3:2], predict the reaction product. The product is: [CH3:8][C:5]([O:9][C:10]1[CH:11]=[CH:12][C:13]([OH:16])=[CH:14][CH:15]=1)([CH2:6][CH3:7])[C:4]([O:3][CH2:1][CH3:2])=[O:24]. (9) Given the reactants [Cl:1][C:2]1[N:7]=[CH:6][C:5]([C:8]([OH:10])=O)=[CH:4][CH:3]=1.CN(C=O)C.S(Cl)([Cl:18])=O, predict the reaction product. The product is: [Cl:1][C:2]1[N:7]=[CH:6][C:5]([C:8]([Cl:18])=[O:10])=[CH:4][CH:3]=1.